Dataset: Peptide-MHC class I binding affinity with 185,985 pairs from IEDB/IMGT. Task: Regression. Given a peptide amino acid sequence and an MHC pseudo amino acid sequence, predict their binding affinity value. This is MHC class I binding data. (1) The peptide sequence is DEIMRMCH. The MHC is H-2-Db with pseudo-sequence H-2-Db. The binding affinity (normalized) is 0. (2) The peptide sequence is GCLRIQSLM. The MHC is HLA-B08:01 with pseudo-sequence HLA-B08:01. The binding affinity (normalized) is 0.